This data is from Full USPTO retrosynthesis dataset with 1.9M reactions from patents (1976-2016). The task is: Predict the reactants needed to synthesize the given product. (1) Given the product [S:1]1[C:5]2[CH:6]=[CH:7][CH:8]=[CH:9][C:4]=2[C:3]([CH2:10][CH2:11][CH2:12][NH:13][CH:19]2[CH2:18][C:17]3[C:22](=[CH:23][CH:24]=[CH:25][C:16]=3[O:15][CH3:14])[O:21][CH2:20]2)=[CH:2]1, predict the reactants needed to synthesize it. The reactants are: [S:1]1[C:5]2[CH:6]=[CH:7][CH:8]=[CH:9][C:4]=2[C:3]([CH2:10][CH2:11][CH2:12][NH2:13])=[CH:2]1.[CH3:14][O:15][C:16]1[CH:25]=[CH:24][CH:23]=[C:22]2[C:17]=1[CH2:18][C:19](=O)[CH2:20][O:21]2.C(O)(=O)C.C(O[BH-](OC(=O)C)OC(=O)C)(=O)C.[Na+]. (2) Given the product [CH3:11][C:12]([CH3:43])([CH3:41])[CH2:13][C:14]1[N:15]=[C:16]([CH:25]([OH:40])[CH2:26][C:27]2[CH:32]=[CH:31][C:30]([C:33]3[CH:38]=[CH:37][C:36]([F:39])=[CH:35][N:34]=3)=[CH:29][CH:28]=2)[N:17]([S:19]([N:22]([CH3:24])[CH3:23])(=[O:21])=[O:20])[CH:18]=1, predict the reactants needed to synthesize it. The reactants are: [H-].C([Al+]CC(C)C)C(C)C.[CH3:11][C:12]([CH3:43])([CH2:41]C)[CH2:13][C:14]1[N:15]=[C:16]([C:25](=[O:40])[CH2:26][C:27]2[CH:32]=[CH:31][C:30]([C:33]3[CH:38]=[CH:37][C:36]([F:39])=[CH:35][N:34]=3)=[CH:29][CH:28]=2)[N:17]([S:19]([N:22]([CH3:24])[CH3:23])(=[O:21])=[O:20])[CH:18]=1. (3) Given the product [C@H:3]12[CH2:9][C@H:6]([N:7]([CH2:1][C:18]3[N:17]([C:19]4[CH:26]=[CH:25][C:22]([C:23]#[N:24])=[C:21]([C:27]([F:28])([F:29])[F:30])[CH:20]=4)[N:16]=[N:15][N:14]=3)[CH2:8]1)[CH2:5][O:4]2, predict the reactants needed to synthesize it. The reactants are: [CH2:1]=O.[C@H:3]12[CH2:9][C@H:6]([NH:7][CH2:8]1)[CH2:5][O:4]2.C[Si]([N:14]=[N+:15]=[N-:16])(C)C.[N+:17]([C:19]1[CH:26]=[CH:25][C:22]([C:23]#[N:24])=[C:21]([C:27]([F:30])([F:29])[F:28])[CH:20]=1)#[C-:18]. (4) Given the product [CH:27]([N:25]([CH3:26])[C:24]1[C:15]([C:6]2[CH:7]=[CH:8][C:3]([C:2]([F:13])([F:12])[F:1])=[CH:4][CH:5]=2)=[N:16][C:17]2[C:22]([N:23]=1)=[CH:21][C:20]([C:30]([O:32][CH3:33])=[O:31])=[CH:19][CH:18]=2)([CH3:29])[CH3:28], predict the reactants needed to synthesize it. The reactants are: [F:1][C:2]([F:13])([F:12])[C:3]1[CH:8]=[CH:7][C:6](B(O)O)=[CH:5][CH:4]=1.Cl[C:15]1[C:24]([N:25]([CH:27]([CH3:29])[CH3:28])[CH3:26])=[N:23][C:22]2[C:17](=[CH:18][CH:19]=[C:20]([C:30]([O:32][CH3:33])=[O:31])[CH:21]=2)[N:16]=1.[O-]P([O-])([O-])=O.[K+].[K+].[K+]. (5) Given the product [F:1][C:2]1[CH:3]=[C:4]([CH:41]=[CH:42][CH:43]=1)[CH2:5][N:6]1[C:10]([CH3:11])=[C:9]([C:12]2[C:20]3[C:15](=[N:16][CH:17]=[C:18]([C:21]4[CH:22]=[CH:23][C:24]([CH:27]5[CH2:28][CH2:29][NH:30][CH2:31][CH2:32]5)=[CH:25][CH:26]=4)[CH:19]=3)[NH:14][CH:13]=2)[C:8]([CH3:40])=[N:7]1, predict the reactants needed to synthesize it. The reactants are: [F:1][C:2]1[CH:3]=[C:4]([CH:41]=[CH:42][CH:43]=1)[CH2:5][N:6]1[C:10]([CH3:11])=[C:9]([C:12]2[C:20]3[C:15](=[N:16][CH:17]=[C:18]([C:21]4[CH:26]=[CH:25][C:24]([CH:27]5[CH2:32][CH2:31][N:30](C(OC(C)(C)C)=O)[CH2:29][CH2:28]5)=[CH:23][CH:22]=4)[CH:19]=3)[NH:14][CH:13]=2)[C:8]([CH3:40])=[N:7]1. (6) Given the product [CH3:26][O:25][N:24]([CH3:23])[C:15]([C:11]1[CH:12]=[C:13]2[C:8](=[CH:9][CH:10]=1)[N:7]1[C:18](=[O:21])[NH:19][N:20]=[C:6]1[C:5]([NH:4][CH:1]([CH3:2])[CH3:3])=[N:14]2)=[O:16], predict the reactants needed to synthesize it. The reactants are: [CH:1]([NH:4][C:5]1[C:6]2[N:7]([C:18](=[O:21])[NH:19][N:20]=2)[C:8]2[C:13]([N:14]=1)=[CH:12][C:11]([C:15](O)=[O:16])=[CH:10][CH:9]=2)([CH3:3])[CH3:2].Cl.[CH3:23][NH:24][O:25][CH3:26].C1C=CC2N(O)N=NC=2C=1.C(Cl)CCl. (7) Given the product [CH3:5][C:6]1[CH:12]=[CH:11][C:10]([O:13][C:14]2[CH:15]=[CH:16][CH:17]=[CH:18][CH:19]=2)=[CH:9][C:7]=1[NH:8][C:20](=[O:22])[CH3:21], predict the reactants needed to synthesize it. The reactants are: ClCCl.Cl.[CH3:5][C:6]1[CH:12]=[CH:11][C:10]([O:13][C:14]2[CH:19]=[CH:18][CH:17]=[CH:16][CH:15]=2)=[CH:9][C:7]=1[NH2:8].[C:20](OC(=O)C)(=[O:22])[CH3:21].